From a dataset of Forward reaction prediction with 1.9M reactions from USPTO patents (1976-2016). Predict the product of the given reaction. The product is: [C:11]1([CH:10]([C:17]2[CH:22]=[CH:21][CH:20]=[CH:19][CH:18]=2)[N:8]2[CH2:9][CH:6]([N:23]3[CH2:28][CH2:27][O:26][CH2:25][C@H:24]3[CH2:29][OH:30])[CH2:7]2)[CH:16]=[CH:15][CH:14]=[CH:13][CH:12]=1. Given the reactants CS(O[CH:6]1[CH2:9][N:8]([CH:10]([C:17]2[CH:22]=[CH:21][CH:20]=[CH:19][CH:18]=2)[C:11]2[CH:16]=[CH:15][CH:14]=[CH:13][CH:12]=2)[CH2:7]1)(=O)=O.[NH:23]1[CH2:28][CH2:27][O:26][CH2:25][C@H:24]1[CH2:29][OH:30].CCN(C(C)C)C(C)C, predict the reaction product.